From a dataset of Full USPTO retrosynthesis dataset with 1.9M reactions from patents (1976-2016). Predict the reactants needed to synthesize the given product. (1) Given the product [CH:1]12[CH:9]([C:10]3[CH:23]=[CH:22][C:13]([O:14][CH2:15][C@H:16]4[O:20][C:19]5=[N:21][C:30](=[O:31])[CH:29]=[C:28]([CH2:27][O:26][CH3:24])[N:18]5[CH2:17]4)=[CH:12][CH:11]=3)[CH:5]([CH2:4][CH2:3][CH2:2]1)[CH2:6][CH2:7][CH2:8]2, predict the reactants needed to synthesize it. The reactants are: [CH:1]12[CH:9]([C:10]3[CH:23]=[CH:22][C:13]([O:14][CH2:15][C@H:16]4[O:20][C:19]([NH2:21])=[N:18][CH2:17]4)=[CH:12][CH:11]=3)[CH:5]([CH2:6][CH2:7][CH2:8]1)[CH2:4][CH2:3][CH2:2]2.[CH2:24]([O:26][C:27](=O)[C:28]#[C:29][CH2:30][O:31]C)C. (2) The reactants are: [N:1]1[C:10]2[C:5](=[CH:6][C:7]([C:11]([OH:13])=O)=[CH:8][CH:9]=2)[N:4]=[CH:3][CH:2]=1.CN([C:17]([O:21][N:22]1N=NC2C=CC=N[C:23]1=2)=[N+](C)C)C.F[P-](F)(F)(F)(F)F.CCN(C(C)C)C(C)C.Cl.CONC. Given the product [CH3:17][O:21][N:22]([CH3:23])[C:11]([C:7]1[CH:6]=[C:5]2[C:10](=[CH:9][CH:8]=1)[N:1]=[CH:2][CH:3]=[N:4]2)=[O:13], predict the reactants needed to synthesize it. (3) Given the product [CH2:24]([O:26][CH:27]1[CH2:28][CH2:29][N:30]([C:33]([C:35]2[CH:36]=[C:37]([CH2:42][C:43]([C:5]3[C:6]([C:7]([O:9][CH3:10])=[O:8])=[C:2]([CH3:1])[NH:3][C:4]=3[CH3:11])=[O:44])[CH:38]=[CH:39][C:40]=2[F:41])=[O:34])[CH2:31][CH2:32]1)[CH3:25], predict the reactants needed to synthesize it. The reactants are: [CH3:1][C:2]1[NH:3][C:4]([CH3:11])=[CH:5][C:6]=1[C:7]([O:9][CH3:10])=[O:8].[Cl-].[Cl-].[Cl-].[Al+3].ClC(N(C)C)=C(C)C.[CH2:24]([O:26][CH:27]1[CH2:32][CH2:31][N:30]([C:33]([C:35]2[CH:36]=[C:37]([CH2:42][C:43](O)=[O:44])[CH:38]=[CH:39][C:40]=2[F:41])=[O:34])[CH2:29][CH2:28]1)[CH3:25].Cl. (4) Given the product [C:18]([O:22][C:23](=[O:32])[NH:24][C@H:25]1[CH2:30][CH2:29][CH2:28][CH2:27][C@H:26]1[NH:31][C:2]1[CH:9]=[CH:8][C:5]([C:6]#[N:7])=[C:4]([NH:10][C:11]2[CH:16]=[CH:15][CH:14]=[C:13]([CH3:17])[N:12]=2)[CH:3]=1)([CH3:21])([CH3:19])[CH3:20], predict the reactants needed to synthesize it. The reactants are: F[C:2]1[CH:9]=[CH:8][C:5]([C:6]#[N:7])=[C:4]([NH:10][C:11]2[CH:16]=[CH:15][CH:14]=[C:13]([CH3:17])[N:12]=2)[CH:3]=1.[C:18]([O:22][C:23](=[O:32])[NH:24][C@H:25]1[CH2:30][CH2:29][CH2:28][CH2:27][C@H:26]1[NH2:31])([CH3:21])([CH3:20])[CH3:19].CO[Si](C)(C)C. (5) Given the product [CH3:10][O:9][C:7](=[O:8])[C:6]1[CH:11]=[C:12]([O:14][CH:17]([CH3:19])[CH3:18])[CH:13]=[C:4]([C:3]([O:2][CH3:1])=[O:15])[CH:5]=1, predict the reactants needed to synthesize it. The reactants are: [CH3:1][O:2][C:3](=[O:15])[C:4]1[CH:13]=[C:12]([OH:14])[CH:11]=[C:6]([C:7]([O:9][CH3:10])=[O:8])[CH:5]=1.I[CH:17]([CH3:19])[CH3:18].C(=O)([O-])[O-].[K+].[K+].[Cl-].[NH4+]. (6) Given the product [CH2:1]([O:8][C:9](/[N:11]=[C:12](/[C:13]([F:14])([F:16])[F:15])\[C:17]([O:19][CH2:20][CH3:21])=[O:18])=[O:10])[C:2]1[CH:3]=[CH:4][CH:5]=[CH:6][CH:7]=1, predict the reactants needed to synthesize it. The reactants are: [CH2:1]([O:8][C:9]([NH:11][C@:12](O)([C:17]([O:19][CH2:20][CH3:21])=[O:18])[C:13]([F:16])([F:15])[F:14])=[O:10])[C:2]1[CH:7]=[CH:6][CH:5]=[CH:4][CH:3]=1.FC(F)(F)C(OC(=O)C(F)(F)F)=O.N1C=CC=CC=1. (7) Given the product [Cl:12][C:13]1[CH:18]=[CH:17][C:16]([CH2:19][C:3](=[O:5])[C:2]([O:9][CH2:10][CH3:11])=[O:8])=[C:15]([N+:20]([O-:22])=[O:21])[CH:14]=1, predict the reactants needed to synthesize it. The reactants are: [K].[C:2]([O:9][CH2:10][CH3:11])(=[O:8])[C:3]([O:5]CC)=O.[Cl:12][C:13]1[CH:18]=[CH:17][C:16]([CH3:19])=[C:15]([N+:20]([O-:22])=[O:21])[CH:14]=1.Cl. (8) Given the product [CH3:11][N:12]1[C:16]([C:17]2[N:18]=[C:3]([OH:4])[C:5]3[S:6][CH:7]=[CH:8][C:9]=3[N:10]=2)=[CH:15][C:14]([CH3:19])=[N:13]1, predict the reactants needed to synthesize it. The reactants are: CO[C:3]([C:5]1[S:6][CH:7]=[CH:8][C:9]=1[NH2:10])=[O:4].[CH3:11][N:12]1[C:16]([C:17]#[N:18])=[CH:15][C:14]([CH3:19])=[N:13]1.CC(C)([O-])C.[K+]. (9) Given the product [Br:1][C:2]1[CH:3]=[C:4]2[C:9](=[C:10]([Cl:12])[CH:11]=1)[N:8]=[C:7]([NH:14][C:15]1[CH:16]=[C:17]([NH:25][C:26](=[O:28])[CH3:27])[CH:18]=[C:19]([CH2:21][N:22]([CH3:24])[CH3:23])[CH:20]=1)[N:6]=[CH:5]2, predict the reactants needed to synthesize it. The reactants are: [Br:1][C:2]1[CH:3]=[C:4]2[C:9](=[C:10]([Cl:12])[CH:11]=1)[N:8]=[C:7](Cl)[N:6]=[CH:5]2.[NH2:14][C:15]1[CH:16]=[C:17]([NH:25][C:26](=[O:28])[CH3:27])[CH:18]=[C:19]([CH2:21][N:22]([CH3:24])[CH3:23])[CH:20]=1.Cl.O1CCOCC1.